This data is from Forward reaction prediction with 1.9M reactions from USPTO patents (1976-2016). The task is: Predict the product of the given reaction. (1) The product is: [N:3]1[CH:4]=[CH:5][CH:6]=[CH:7][C:2]=1[C:30]([C:26]1[CH:27]=[C:28]2[C:23](=[CH:24][CH:25]=1)[NH:22][C:21]([C:15]1[C:16]3[S:20][CH:19]=[CH:18][C:17]=3[NH:13][N:14]=1)=[CH:29]2)([OH:33])[CH2:31][CH3:32]. Given the reactants Br[C:2]1[CH:7]=[CH:6][CH:5]=[CH:4][N:3]=1.[Li]CCCC.[NH:13]1[C:17]2[CH:18]=[CH:19][S:20][C:16]=2[C:15]([C:21]2[NH:22][C:23]3[C:28]([CH:29]=2)=[CH:27][C:26]([C:30](=[O:33])[CH2:31][CH3:32])=[CH:25][CH:24]=3)=[N:14]1.CO, predict the reaction product. (2) The product is: [CH2:1]([N:3]1[C:7](/[CH:8]=[CH:9]/[C:10]2[C:11]([O:21][CH2:22][C:23]3[CH:48]=[CH:47][C:26]([O:27][CH2:28][C:29]4[N:30]=[C:31]([C:35]5[CH:36]=[CH:37][C:38]([CH2:41][C:42]([OH:44])=[O:43])=[CH:39][CH:40]=5)[O:32][C:33]=4[CH3:34])=[C:25]([O:49][CH3:50])[CH:24]=3)=[N:12][N:13]([C:15]3[CH:16]=[CH:17][CH:18]=[CH:19][CH:20]=3)[CH:14]=2)=[CH:6][N:5]=[CH:4]1)[CH3:2]. Given the reactants [CH2:1]([N:3]1[C:7](/[CH:8]=[CH:9]/[C:10]2[C:11]([O:21][CH2:22][C:23]3[CH:48]=[CH:47][C:26]([O:27][CH2:28][C:29]4[N:30]=[C:31]([C:35]5[CH:40]=[CH:39][C:38]([CH2:41][C:42]([O:44]CC)=[O:43])=[CH:37][CH:36]=5)[O:32][C:33]=4[CH3:34])=[C:25]([O:49][CH3:50])[CH:24]=3)=[N:12][N:13]([C:15]3[CH:20]=[CH:19][CH:18]=[CH:17][CH:16]=3)[CH:14]=2)=[CH:6][N:5]=[CH:4]1)[CH3:2].[OH-].[Na+].O1CCCC1.Cl, predict the reaction product. (3) Given the reactants [CH2:1]([OH:4])[CH2:2][OH:3].[H-].[Na+].[NH:7]1[CH:11]=[CH:10][N:9]=[C:8]1[C:12]1[CH:13]=[CH:14][C:15]([CH3:36])=[C:16]([NH:18][C:19](=[O:35])[C:20]2[CH:25]=[CH:24][C:23]([O:26][CH2:27][C:28]3[CH:33]=[C:32](Cl)[CH:31]=[CH:30][N:29]=3)=[CH:22][CH:21]=2)[CH:17]=1, predict the reaction product. The product is: [NH:7]1[CH:11]=[CH:10][N:9]=[C:8]1[C:12]1[CH:13]=[CH:14][C:15]([CH3:36])=[C:16]([NH:18][C:19](=[O:35])[C:20]2[CH:21]=[CH:22][C:23]([O:26][CH2:27][C:28]3[CH:33]=[C:32]([O:3][CH2:2][CH2:1][OH:4])[CH:31]=[CH:30][N:29]=3)=[CH:24][CH:25]=2)[CH:17]=1.